Dataset: Drug-target binding data from BindingDB using IC50 measurements. Task: Regression. Given a target protein amino acid sequence and a drug SMILES string, predict the binding affinity score between them. We predict pIC50 (pIC50 = -log10(IC50 in M); higher means more potent). Dataset: bindingdb_ic50. (1) The drug is O=C1CCC(=O)N1Cc1ccccc1. The target is XTSFAESXKPVQQPSAFGS. The pIC50 is 4.0. (2) The drug is Cn1cc(-c2cc3cnc(Nc4ccc(-c5cccnc5)cc4Cl)cc3n2C(=O)OC(C)(C)C)cn1. The target protein (P33981) has sequence MESEDLSGRELTIDSIMNKVRDIKNKFKNEDLTDELSLNKISADTTDNSGTVNQIMMMANNPEDWLSLLLKLEKNSVPLSDALLNKLIGRYSQAIEALPPDKYGQNESFARIQVRFAELKAIQEPDDARDYFQMARANCKKFAFVHISFAQFELSQGNVKKSKQLLQKAVERGAVPLEMLEIALRNLNLQKKQLLSEEEKKNLSASTVLTAQESFSGSLGHLQNRNNSCDSRGQTTKARFLYGENMPPQDAEIGYRNSLRQTNKTKQSCPFGRVPVNLLNSPDCDVKTDDSVVPCFMKRQTSRSECRDLVVPGSKPSGNDSCELRNLKSVQNSHFKEPLVSDEKSSELIITDSITLKNKTESSLLAKLEETKEYQEPEVPESNQKQWQSKRKSECINQNPAASSNHWQIPELARKVNTEQKHTTFEQPVFSVSKQSPPISTSKWFDPKSICKTPSSNTLDDYMSCFRTPVVKNDFPPACQLSTPYGQPACFQQQQHQILA.... The pIC50 is 6.2. (3) The drug is Nc1ncc(CN2CCc3ccccc3C2)c(N)n1. The target protein (Q8NWQ9) has sequence MTLSILVAHDLQRVIGFENQLPWHLPNDLKHVKKLSTGHTLVMGRKTFESIGKPLPNRRNVVLTSDTSFNVVGVDVIHSIEDIYQLPGHVFIFGGQILFEEMIDKVDDMYITVIEGKFRGDTFFPPYTFEDWEVASSVEGKLDEKNTIPHTFLHLIRKK. The pIC50 is 4.4. (4) The small molecule is CC(=S)NCCCC[C@@H]1NC(=O)[C@H](Cc2csc3ccccc23)NC(=O)CCCCCCC(=O)NCC[C@@H](C(N)=O)NC1=O. The target protein (Q8N6T7) has sequence MSVNYAAGLSPYADKGKCGLPEIFDPPEELERKVWELARLVWQSSSVVFHTGAGISTASGIPDFRGPHGVWTMEERGLAPKFDTTFESARPTQTHMALVQLERVGLLRFLVSQNVDGLHVRSGFPRDKLAELHGNMFVEECAKCKTQYVRDTVVGTMGLKATGRLCTVAKARGLRACRGELRDTILDWEDSLPDRDLALADEASRNADLSITLGTSLQIRPSGNLPLATKRRGGRLVIVNLQPTKHDRHADLRIHGYVDEVMTRLMKHLGLEIPAWDGPRVLERALPPLPRPPTPKLEPKEESPTRINGSIPAGPKQEPCAQHNGSEPASPKRERPTSPAPHRPPKRVKAKAVPS. The pIC50 is 3.0. (5) The compound is COc1cc(C2CCN(C)CC2)ccc1Nc1ncc(C(F)(F)F)c(CCc2cccc(C(N)=O)c2)n1. The target protein sequence is CNMRRPAHADIKTGYLSIIMDPGEVPLEEQCEYLSYDASQWEFPRERLHLGRVLGYGAFGKVVEASAFGIHKGSSCDTVAVKMLKEGATASEHRALMSELKILIHIGNHLNVVNLLGACTKPQGPLMVIVEFCKYGNLSNFLRAKRDAFSPCAEKSPEQRGRFRAMVELARLDRRRPGSSDRVLFARFSKTEGGARRASPDQEAEDLWLSPLTMEDLVCYSFQVARGMEFLASRKCIHRDLAARNILLSESDVVKICDFGLARDIYKDPDYVRKGSARLPLKWMAPESIFDKVYTTQSDVWSFGVLLWEIFSLGASPYPGVQINEEFCQRLRDGTRMRAPELATPAIRRIMLNCWSGDPKARPAFSELVEILGDLLQGRGLQEEEEVCMAPRSSQSSEEGSFSQVSTMALHIAQADAEDSPPSLQRHSLAARYYNWVSFPGCLARGAETRGSSRMKTFEEFPMTPTTYKGSVDNQTDSGMVLASEEFEQIE. The pIC50 is 5.0. (6) The small molecule is CCCCCNS(=O)(=O)C1CCOC1=O. The target protein (P12746) has sequence MKNINADDTYRIINKIKACRSNNDINQCLSDMTKMVHCEYYLLAIIYPHSMVKSDISILDNYPKKWRQYYDDANLIKYDPIVDYSNSNHSPINWNIFENNAVNKKSPNVIKEAKTSGLITGFSFPIHTANNGFGMLSFAHSEKDNYIDSLFLHACMNIPLIVPSLVDNYRKINIANNKSNNDLTKREKECLAWACEGKSSWDISKILGCSERTVTFHLTNAQMKLNTTNRCQSISKAILTGAIDCPYFKN. The pIC50 is 4.2. (7) The small molecule is C=CCn1cc(-c2ccc(C(=O)N3CCOCC3)c(Cl)c2)c2cc(C)[nH]c2c1=O. The target protein sequence is AENESTPIQQLLEHFLRQLQRKDPHGFFAFPVTDAIAPGYSMIIKHPMDFGTMKDKIVANEYKSVTEFKADFKLMCDNAMTYNRPDTVYYKLAKKILHAGFKMMSKQAALLGNEDTAVEEPVPEVVPVQVETAKKSKKPSREVISCMFEPEGNACSLTDSTAEEHVLALVEHAADEARDRINRFLPGGKMGYLKRNGDGSLLYSVVNTAEPDADEEETHPVDLSSLSSKLLPGFTTLGFKDERRNKVTFLSSATTALSMQNNSVFGDLKSDEMELLYSAYGDETGVQCALSLQEFVKDAGSYSKKVVDDLLDQITGGDHSRTLFQLKQRRNVPMKPPDEAKVGDTL. The pIC50 is 7.9. (8) The compound is O=C(O)c1cc(C#Cc2ccccc2)ccc1O. The target protein (Q9UPY5) has sequence MVRKPVVSTISKGGYLQGNVNGRLPSLGNKEPPGQEKVQLKRKVTLLRGVSIIIGTIIGAGIFISPKGVLQNTGSVGMSLTIWTVCGVLSLFGALSYAELGTTIKKSGGHYTYILEVFGPLPAFVRVWVELLIIRPAATAVISLAFGRYILEPFFIQCEIPELAIKLITAVGITVVMVLNSMSVSWSARIQIFLTFCKLTAILIIIVPGVMQLIKGQTQNFKDAFSGRDSSITRLPLAFYYGMYAYAGWFYLNFVTEEVENPEKTIPLAICISMAIVTIGYVLTNVAYFTTINAEELLLSNAVAVTFSERLLGNFSLAVPIFVALSCFGSMNGGVFAVSRLFYVASREGHLPEILSMIHVRKHTPLPAVIVLHPLTMIMLFSGDLDSLLNFLSFARWLFIGLAVAGLIYLRYKCPDMHRPFKVPLFIPALFSFTCLFMVALSLYSDPFSTGIGFVITLTGVPAYYLFIIWDKKPRWFRIMSEKITRTLQIILEVVPEEDK.... The pIC50 is 3.8.